This data is from Forward reaction prediction with 1.9M reactions from USPTO patents (1976-2016). The task is: Predict the product of the given reaction. (1) Given the reactants [CH:1]1[C:6]2=[N:7][S:8][N:9]=[C:5]2[C:4]([NH:10][C:11]2[NH:15][CH2:14][CH2:13][N:12]=2)=[C:3]([Cl:16])[CH:2]=1.[C:17]([OH:21])(=[O:20])[CH2:18][CH3:19], predict the reaction product. The product is: [CH:1]1[C:6]2=[N:7][S:8][N:9]=[C:5]2[C:4]([NH:10][C:11]2[NH:15][CH2:14][CH2:13][N:12]=2)=[C:3]([Cl:16])[CH:2]=1.[C:17]([O-:21])(=[O:20])[CH2:18][CH3:19]. (2) Given the reactants Cl[CH:2]([C:14]1[CH:19]=[CH:18][CH:17]=[CH:16][CH:15]=1)[C:3]([C:5]1[C:13]2[C:8](=[CH:9][CH:10]=[CH:11][CH:12]=2)[NH:7][CH:6]=1)=[O:4].[N:20]1[C:29]2[C:24](=[CH:25][C:26]([NH2:30])=[CH:27][CH:28]=2)[N:23]=[CH:22][CH:21]=1.CCN(C(C)C)C(C)C, predict the reaction product. The product is: [NH:7]1[C:8]2[C:13](=[CH:12][CH:11]=[CH:10][CH:9]=2)[C:5]([C:3](=[O:4])[CH:2]([C:14]2[CH:19]=[CH:18][CH:17]=[CH:16][CH:15]=2)[NH:30][C:26]2[CH:25]=[C:24]3[C:29](=[CH:28][CH:27]=2)[N:20]=[CH:21][CH:22]=[N:23]3)=[CH:6]1.